From a dataset of Reaction yield outcomes from USPTO patents with 853,638 reactions. Predict the reaction yield, written as a fraction of the theoretical maximum amount of product (1.0 means a 100% yield; for example, 0.34 means a 34% yield). The reactants are [Cl:1][C:2]1[C:10]([Cl:11])=[CH:9][C:5]2[N:6]=[CH:7][NH:8][C:4]=2[CH:3]=1.[O:12]1[CH:14]([C:15]([CH3:18])([CH3:17])[CH3:16])[CH2:13]1.C(=O)([O-])[O-].[K+].[K+].CN(C=O)C. The catalyst is C(OCC)(=O)C. The product is [Cl:11][C:10]1[C:2]([Cl:1])=[CH:3][C:4]2[N:8]([CH2:13][CH:14]([OH:12])[C:15]([CH3:18])([CH3:17])[CH3:16])[CH:7]=[N:6][C:5]=2[CH:9]=1. The yield is 0.730.